Task: Predict the reactants needed to synthesize the given product.. Dataset: Full USPTO retrosynthesis dataset with 1.9M reactions from patents (1976-2016) (1) Given the product [CH3:35][O:36][C:37](=[O:55])[C:38]1[CH:43]=[C:42]([CH3:44])[N:41]=[C:40]([O:45][CH2:46][CH2:47][CH2:48][CH2:49][O:33][C:29]2[CH:30]=[CH:31][CH:32]=[C:27]([CH2:26][C@H:8]([NH:7][C:6]([O:5][C:1]([CH3:2])([CH3:3])[CH3:4])=[O:34])[C@H:9]([OH:25])[CH2:10][NH:11][C:12]3([C:15]4[CH:20]=[C:19]([C:21]([CH3:24])([CH3:23])[CH3:22])[CH:18]=[CH:17][N:16]=4)[CH2:14][CH2:13]3)[CH:28]=2)[CH:39]=1, predict the reactants needed to synthesize it. The reactants are: [C:1]([O:5][C:6](=[O:34])[NH:7][C@@H:8]([CH2:26][C:27]1[CH:32]=[CH:31][CH:30]=[C:29]([OH:33])[CH:28]=1)[C@H:9]([OH:25])[CH2:10][NH:11][C:12]1([C:15]2[CH:20]=[C:19]([C:21]([CH3:24])([CH3:23])[CH3:22])[CH:18]=[CH:17][N:16]=2)[CH2:14][CH2:13]1)([CH3:4])([CH3:3])[CH3:2].[CH3:35][O:36][C:37](=[O:55])[C:38]1[CH:43]=[C:42]([CH3:44])[N:41]=[C:40]([O:45][CH2:46][CH2:47][CH2:48][CH2:49]OS(C)(=O)=O)[CH:39]=1. (2) Given the product [F:1][C:2]1[C:3]([C:18]2[NH:22][C:21]([CH3:23])=[C:20]([C:24]([OH:26])=[O:25])[CH:19]=2)=[C:4]2[C:9](=[CH:10][CH:11]=1)[N:8]=[C:7]([CH3:12])[C:6]([NH:13][C:14]1([CH3:17])[CH2:15][CH2:16]1)=[N:5]2, predict the reactants needed to synthesize it. The reactants are: [F:1][C:2]1[C:3]([C:18]2[NH:22][C:21]([CH3:23])=[C:20]([C:24]([O:26]CC)=[O:25])[CH:19]=2)=[C:4]2[C:9](=[CH:10][CH:11]=1)[N:8]=[C:7]([CH3:12])[C:6]([NH:13][C:14]1([CH3:17])[CH2:16][CH2:15]1)=[N:5]2.Cl. (3) Given the product [Cl:1][C:2]1[CH:7]=[CH:6][C:5]([Cl:8])=[CH:4][C:3]=1[N:9]1[C:17](=[O:18])[C:16]2[C@@H:15]3[C:19]([CH3:21])([CH3:20])[C@@:12]([CH3:22])([CH2:13][CH2:14]3)[C:11]=2[N:10]1[CH3:24], predict the reactants needed to synthesize it. The reactants are: [Cl:1][C:2]1[CH:7]=[CH:6][C:5]([Cl:8])=[CH:4][C:3]=1[N:9]1[C:17](=[O:18])[C:16]2[C@@H:15]3[C:19]([CH3:21])([CH3:20])[C@@:12]([CH3:22])([CH2:13][CH2:14]3)[C:11]=2[NH:10]1.I[CH3:24]. (4) Given the product [F:77][C:78]([F:83])([F:82])[C:79]([OH:81])=[O:80].[NH2:5][C:6]1[C:7]([N:12]2[C:16](=[O:17])[NH:15][C:14]([CH:18]([NH:32][C:33]3[CH:41]=[CH:40][C:36]([C:37]([NH2:39])=[NH:38])=[CH:35][CH:34]=3)[C:19]3[C:20]([F:31])=[C:21]4[C:22](=[C:23]([O:25][CH3:26])[CH:24]=3)[O:67][CH2:66][CH2:65][CH2:64]4)=[N:13]2)=[N:8][CH:9]=[CH:10][CH:11]=1, predict the reactants needed to synthesize it. The reactants are: C(O)(=O)C.[NH2:5][C:6]1[C:7]([N:12]2[C:16](=[O:17])[NH:15][C:14]([CH:18]([NH:32][C:33]3[CH:41]=[CH:40][C:36]([C:37]([NH2:39])=[NH:38])=[CH:35][CH:34]=3)[C:19]3[CH:24]=[C:23]([O:25][CH3:26])[CH:22]=[C:21](OCCO)[C:20]=3[F:31])=[N:13]2)=[N:8][CH:9]=[CH:10][CH:11]=1.COC(=O)N=C(SC)C(C1C(F)=C2C(=C(OC)C=1)[O:67][CH2:66][CH2:65][CH2:64]2)=NC1C=CC(C2N=C(C)ON=2)=CC=1.[F:77][C:78]([F:83])([F:82])[C:79]([OH:81])=[O:80].COC(=O)N=C(SC)C(C1C=C(OC)C=C(OCCO[Si](C(C)(C)C)(C)C)C=1F)=NC1C=CC(C2N=C(C)ON=2)=CC=1. (5) Given the product [Cl:1][C:2]1[CH:3]=[CH:4][C:5]2[N:9]=[C:8]([CH:10]([NH:19][C:20](=[O:35])[C:21]3[CH:26]=[CH:25][C:24]([C:27]([N:29]4[CH2:33][CH2:32][CH2:31][CH2:30]4)=[O:28])=[C:23]([CH3:34])[CH:22]=3)[CH2:11][C:12]3[CH:13]=[CH:14][C:15]([OH:18])=[CH:16][CH:17]=3)[N:7]([CH2:38][C:39]([O:41][CH3:42])=[O:40])[C:6]=2[CH:36]=1, predict the reactants needed to synthesize it. The reactants are: [Cl:1][C:2]1[CH:3]=[CH:4][C:5]2[N:9]=[C:8]([CH:10]([NH:19][C:20](=[O:35])[C:21]3[CH:26]=[CH:25][C:24]([C:27]([N:29]4[CH2:33][CH2:32][CH2:31][CH2:30]4)=[O:28])=[C:23]([CH3:34])[CH:22]=3)[CH2:11][C:12]3[CH:17]=[CH:16][C:15]([OH:18])=[CH:14][CH:13]=3)[NH:7][C:6]=2[CH:36]=1.Br[CH2:38][C:39]([O:41][CH3:42])=[O:40].C(=O)([O-])[O-].[K+].[K+].ClCl. (6) Given the product [C:1]([N:11]1[CH2:16][CH2:15][C@@H:14]([NH2:17])[C@H:13]([OH:20])[CH2:12]1)([O:3][CH2:4][C:5]1[CH:6]=[CH:7][CH:8]=[CH:9][CH:10]=1)=[O:2], predict the reactants needed to synthesize it. The reactants are: [C:1]([N:11]1[CH2:16][CH2:15][C@@H:14]([N:17]=[N+]=[N-])[C@H:13]([OH:20])[CH2:12]1)([O:3][CH2:4][C:5]1[CH:10]=[CH:9][CH:8]=[CH:7][CH:6]=1)=[O:2].